From a dataset of Acute oral toxicity (LD50) regression data from Zhu et al.. Regression/Classification. Given a drug SMILES string, predict its toxicity properties. Task type varies by dataset: regression for continuous values (e.g., LD50, hERG inhibition percentage) or binary classification for toxic/non-toxic outcomes (e.g., AMES mutagenicity, cardiotoxicity, hepatotoxicity). Dataset: ld50_zhu. (1) The compound is CNC(=O)Nc1nnc(C(C)(C)C)s1. The rat oral LD50 is 2.03, given as -log10 of the dose in mol/kg body weight (higher means more acutely toxic). (2) The drug is O=[N+]([O-])c1cc(Br)c2nc(C(F)(F)F)[nH]c2c1. The rat oral LD50 is 4.33, given as -log10 of the dose in mol/kg body weight (higher means more acutely toxic). (3) The compound is CCOP(=O)(N=C1SCS1)OCC. The rat oral LD50 is 4.71, given as -log10 of the dose in mol/kg body weight (higher means more acutely toxic). (4) The compound is CCOc1cc(Cc2cnc(N)nc2N)cc(OCC)c1-n1cccc1. The rat oral LD50 is 2.40, given as -log10 of the dose in mol/kg body weight (higher means more acutely toxic).